Predict the reactants needed to synthesize the given product. From a dataset of Full USPTO retrosynthesis dataset with 1.9M reactions from patents (1976-2016). (1) The reactants are: [C:1]([Si:5]([O:8][CH2:9][CH2:10][CH2:11][C:12]1[CH:17]=[CH:16][CH:15]=[CH:14][C:13]=1[F:18])([CH3:7])[CH3:6])([CH3:4])([CH3:3])[CH3:2].C([Li])(CC)C.CN(C)CCN(C)CCN(C)C.CN([CH:39]=[O:40])C. Given the product [Si:5]([O:8][CH2:9][CH2:10][CH2:11][C:12]1[C:13]([F:18])=[C:14]([CH:15]=[CH:16][CH:17]=1)[CH:39]=[O:40])([C:1]([CH3:4])([CH3:2])[CH3:3])([CH3:7])[CH3:6], predict the reactants needed to synthesize it. (2) The reactants are: C[O:2][C:3]([C:5]1[S:6][CH:7]=[C:8]([CH3:13])[C:9]=1[NH:10][CH:11]=O)=O.C([O-])=O.[NH4+].C([NH2:20])=O. Given the product [CH3:13][C:8]1[C:9]2[N:10]=[CH:11][NH:20][C:3](=[O:2])[C:5]=2[S:6][CH:7]=1, predict the reactants needed to synthesize it. (3) Given the product [NH2:1][CH2:2][CH2:3][N:4]([CH3:8])[CH2:5][CH2:6][NH:7][C:14](=[O:15])[O:13][C:10]([CH3:12])([CH3:11])[CH3:9], predict the reactants needed to synthesize it. The reactants are: [NH2:1][CH2:2][CH2:3][N:4]([CH3:8])[CH2:5][CH2:6][NH2:7].[CH3:9][C:10]([O:13][C:14](O[C:14]([O:13][C:10]([CH3:12])([CH3:11])[CH3:9])=[O:15])=[O:15])([CH3:12])[CH3:11]. (4) Given the product [Si:56]([O:55][C@H:15]([C:12]1[CH:13]=[CH:14][C:9]([OH:8])=[C:10]([NH:63][S:64]([CH3:67])(=[O:65])=[O:66])[CH:11]=1)[CH2:16][NH:17][CH2:18][CH2:19][C:20]1[CH:21]=[CH:22][C:23]([O:26][CH2:27][CH2:28][CH2:29][CH2:30][CH2:31][C:32]2[CH:37]=[CH:36][C:35]([OH:38])=[C:34]([C@@H:39]([C:49]3[CH:50]=[CH:51][CH:52]=[CH:53][CH:54]=3)[CH2:40][CH2:41][N:42]([CH:46]([CH3:48])[CH3:47])[CH:43]([CH3:45])[CH3:44])[CH:33]=2)=[CH:24][CH:25]=1)([C:59]([CH3:62])([CH3:60])[CH3:61])([CH3:58])[CH3:57], predict the reactants needed to synthesize it. The reactants are: C([O:8][C:9]1[CH:14]=[CH:13][C:12]([C@@H:15]([O:55][Si:56]([C:59]([CH3:62])([CH3:61])[CH3:60])([CH3:58])[CH3:57])[CH2:16][NH:17][CH2:18][CH2:19][C:20]2[CH:25]=[CH:24][C:23]([O:26][CH2:27][CH2:28][CH2:29][CH2:30][CH2:31][C:32]3[CH:37]=[CH:36][C:35]([OH:38])=[C:34]([C@@H:39]([C:49]4[CH:54]=[CH:53][CH:52]=[CH:51][CH:50]=4)[CH2:40][CH2:41][N:42]([CH:46]([CH3:48])[CH3:47])[CH:43]([CH3:45])[CH3:44])[CH:33]=3)=[CH:22][CH:21]=2)=[CH:11][C:10]=1[NH:63][S:64]([CH3:67])(=[O:66])=[O:65])C1C=CC=CC=1.C([O-])=O.[NH4+].